Task: Predict the product of the given reaction.. Dataset: Forward reaction prediction with 1.9M reactions from USPTO patents (1976-2016) (1) Given the reactants [NH2:1][C:2]1[CH:7]=[CH:6][C:5]([CH2:8][C:9]([OH:11])=[O:10])=[CH:4][CH:3]=1.[CH3:12][C:13]1[CH:18]=[CH:17][CH:16]=[CH:15][C:14]=1[N:19]=[C:20]=[O:21].O, predict the reaction product. The product is: [C:13]1([CH3:12])[C:14]([NH:19][C:20]([NH:1][C:2]2[CH:3]=[CH:4][C:5]([CH2:8][C:9]([OH:11])=[O:10])=[CH:6][CH:7]=2)=[O:21])=[CH:15][CH:16]=[CH:17][CH:18]=1. (2) The product is: [C:1]1([S:7]([N:10]2[C:11]3=[N:12][CH:13]=[C:14]([S:18][CH3:19])[CH:15]=[C:16]3[CH:21]=[C:20]2[C:22]2[N:27]=[CH:26][CH:25]=[CH:24][N:23]=2)(=[O:9])=[O:8])[CH:6]=[CH:5][CH:4]=[CH:3][CH:2]=1. Given the reactants [C:1]1([S:7]([NH:10][C:11]2[C:16](I)=[CH:15][C:14]([S:18][CH3:19])=[CH:13][N:12]=2)(=[O:9])=[O:8])[CH:6]=[CH:5][CH:4]=[CH:3][CH:2]=1.[C:20]([C:22]1[N:27]=[CH:26][CH:25]=[CH:24][N:23]=1)#[CH:21].O, predict the reaction product.